This data is from CYP2C19 inhibition data for predicting drug metabolism from PubChem BioAssay. The task is: Regression/Classification. Given a drug SMILES string, predict its absorption, distribution, metabolism, or excretion properties. Task type varies by dataset: regression for continuous measurements (e.g., permeability, clearance, half-life) or binary classification for categorical outcomes (e.g., BBB penetration, CYP inhibition). Dataset: cyp2c19_veith. (1) The drug is O=C(c1ccc(Cl)cc1)c1cnc(-c2ccccc2)s1. The result is 0 (non-inhibitor). (2) The molecule is COC(=O)C/C=C\[C@@H](C)[C@@H](/C=N\OC[C@@H](C)[C@H](OCc1ccccc1)C(C)C)NS(=O)(=O)c1ccc(C)cc1. The result is 1 (inhibitor).